From a dataset of Forward reaction prediction with 1.9M reactions from USPTO patents (1976-2016). Predict the product of the given reaction. (1) Given the reactants Br[C:2]1[S:6][C:5]([C:7]([O:9][CH3:10])=[O:8])=[C:4]([NH:11][C:12](=[O:17])[C:13]([F:16])([F:15])[F:14])[C:3]=1[CH3:18].[C:19]1(B(O)O)[CH:24]=[CH:23][CH:22]=[CH:21][CH:20]=1.[F-].[K+], predict the reaction product. The product is: [CH3:18][C:3]1[C:4]([NH:11][C:12](=[O:17])[C:13]([F:16])([F:15])[F:14])=[C:5]([C:7]([O:9][CH3:10])=[O:8])[S:6][C:2]=1[C:19]1[CH:24]=[CH:23][CH:22]=[CH:21][CH:20]=1. (2) Given the reactants [N:1]1([C:7]([C:9]2[CH:14]=[CH:13][C:12]([C:15]3[CH:20]=[CH:19][CH:18]=[C:17]([C:21]4[CH:25]=[C:24]([NH:26][C:27](=[O:33])[O:28][C:29]([CH3:32])([CH3:31])[CH3:30])[NH:23][N:22]=4)[CH:16]=3)=[CH:11][CH:10]=2)=[O:8])[CH2:6][CH2:5][NH:4][CH2:3][CH2:2]1.[OH:34][C:35]1([C:38](O)=[O:39])[CH2:37][CH2:36]1.CN(C(ON1N=NC2C=CC=CC1=2)=[N+](C)C)C.F[P-](F)(F)(F)(F)F.CCN(C(C)C)C(C)C, predict the reaction product. The product is: [OH:34][C:35]1([C:38]([N:4]2[CH2:5][CH2:6][N:1]([C:7]([C:9]3[CH:14]=[CH:13][C:12]([C:15]4[CH:20]=[CH:19][CH:18]=[C:17]([C:21]5[CH:25]=[C:24]([NH:26][C:27](=[O:33])[O:28][C:29]([CH3:30])([CH3:32])[CH3:31])[NH:23][N:22]=5)[CH:16]=4)=[CH:11][CH:10]=3)=[O:8])[CH2:2][CH2:3]2)=[O:39])[CH2:37][CH2:36]1. (3) Given the reactants [F:1][C:2]1[C:7]2[C:8]([C:18]([NH:20][CH3:21])=[O:19])=[C:9]([C:11]3[CH:16]=[CH:15][C:14]([Br:17])=[CH:13][CH:12]=3)[O:10][C:6]=2[CH:5]=[CH:4][C:3]=1[OH:22].Br[CH:24]([CH3:26])[CH3:25].C(=O)([O-])[O-].[Cs+].[Cs+], predict the reaction product. The product is: [F:1][C:2]1[C:7]2[C:8]([C:18]([NH:20][CH3:21])=[O:19])=[C:9]([C:11]3[CH:12]=[CH:13][C:14]([Br:17])=[CH:15][CH:16]=3)[O:10][C:6]=2[CH:5]=[CH:4][C:3]=1[O:22][CH:24]([CH3:26])[CH3:25].